Dataset: Forward reaction prediction with 1.9M reactions from USPTO patents (1976-2016). Task: Predict the product of the given reaction. (1) Given the reactants [OH:1][C:2]1[C:7]2[C:8](=[O:11])[CH2:9][O:10][C:6]=2[CH:5]=[CH:4][CH:3]=1.[OH-].[K+].[OH:14][C:15]1[CH:22]=[CH:21][C:18]([CH:19]=O)=[CH:17][CH:16]=1.O, predict the reaction product. The product is: [OH:14][C:15]1[CH:22]=[CH:21][C:18](/[CH:19]=[C:9]2\[O:10][C:6]3[CH:5]=[CH:4][CH:3]=[C:2]([OH:1])[C:7]=3[C:8]\2=[O:11])=[CH:17][CH:16]=1. (2) Given the reactants [C:1]([O:5][C:6]([N:8]1[CH2:25][CH2:24][CH2:23][C@:10]2([O:14][C:13](=[O:15])[N:12]([C:16]3[CH:17]=[N:18][C:19]([NH2:22])=[CH:20][CH:21]=3)[CH2:11]2)[CH2:9]1)=[O:7])([CH3:4])([CH3:3])[CH3:2].[CH3:26][N:27]([CH3:45])[C:28]([C:30]1[N:39]([CH:40]2[CH2:44][CH2:43][CH2:42][CH2:41]2)[C:33]2[N:34]=[C:35](Cl)[N:36]=[CH:37][C:32]=2[CH:31]=1)=[O:29], predict the reaction product. The product is: [C:1]([O:5][C:6]([N:8]1[CH2:25][CH2:24][CH2:23][C@:10]2([O:14][C:13](=[O:15])[N:12]([C:16]3[CH:17]=[N:18][C:19]([NH:22][C:35]4[N:36]=[CH:37][C:32]5[CH:31]=[C:30]([C:28](=[O:29])[N:27]([CH3:26])[CH3:45])[N:39]([CH:40]6[CH2:44][CH2:43][CH2:42][CH2:41]6)[C:33]=5[N:34]=4)=[CH:20][CH:21]=3)[CH2:11]2)[CH2:9]1)=[O:7])([CH3:4])([CH3:2])[CH3:3]. (3) Given the reactants O[N:2]1[C:6](=O)[CH2:5][CH2:4][C:3]1=O.[CH:9]1[C:18]2[C:13](=[CH:14][CH:15]=[CH:16][CH:17]=2)[CH:12]=[CH:11][C:10]=1[O:19][CH2:20][C:21]([OH:23])=O.[CH:24]1[C:33]2[C:28](=[CH:29][CH:30]=[CH:31][CH:32]=2)[CH:27]=[CH:26][C:25]=1[CH2:34][C:35]([OH:37])=O.[NH2:38][CH2:39][C:40]([OH:42])=[O:41], predict the reaction product. The product is: [CH:9]1[C:18]2[C:13](=[CH:14][CH:15]=[CH:16][CH:17]=2)[CH:12]=[CH:11][C:10]=1[O:19][CH2:20][C:21]([NH:38][CH2:39][C:40]([OH:42])=[O:41])=[O:23].[CH:24]1[C:33]2[C:28](=[CH:29][CH:30]=[CH:31][CH:32]=2)[CH:27]=[CH:26][C:25]=1[CH2:34][C:35]([NH:2][CH:6]([C:5]1[CH:18]=[CH:9][CH:10]=[CH:3][CH:4]=1)[CH2:39][C:40]([OH:42])=[O:41])=[O:37]. (4) Given the reactants [H-].[Na+].[F:3][C:4]([F:8])([F:7])[CH2:5][OH:6].Br[CH2:10][B-:11]([F:14])([F:13])[F:12].[K+:15].F.[K], predict the reaction product. The product is: [F:12][B-:11]([F:14])([F:13])[CH2:10][O:6][CH2:5][C:4]([F:8])([F:7])[F:3].[K+:15]. (5) Given the reactants Br[C:2]1[CH:11]=[CH:10][C:5]([C:6]([O:8][CH3:9])=[O:7])=[CH:4][C:3]=1[CH3:12].CC1(C)C(C)(C)OB([C:21]2[CH:31]=[CH:30][CH:29]=[CH:28][C:22]=2[C:23]([O:25][CH2:26][CH3:27])=[O:24])O1.C1(C)C=CC=CC=1.P([O-])([O-])([O-])=O.[K+].[K+].[K+], predict the reaction product. The product is: [CH3:12][C:3]1[CH:4]=[C:5]([C:6]([O:8][CH3:9])=[O:7])[CH:10]=[CH:11][C:2]=1[C:21]1[C:22]([C:23]([O:25][CH2:26][CH3:27])=[O:24])=[CH:28][CH:29]=[CH:30][CH:31]=1. (6) Given the reactants I([O-])(=O)(=O)=O.[Na+].Cl.Cl.[NH2:9][C:10]1[C:11]2[NH:18][CH:17]=[C:16]([C@H:19]3[C@H:23]([OH:24])[C@H:22]([OH:25])[C@@H:21]([CH2:26][S:27][CH3:28])[NH:20]3)[C:12]=2[N:13]=[CH:14][N:15]=1.[BH4-].[Na+], predict the reaction product. The product is: [NH2:9][C:10]1[C:11]2[NH:18][CH:17]=[C:16]([C@H:19]([NH:20][C@H:21]([CH2:26][S:27][CH3:28])[CH2:22][OH:25])[CH2:23][OH:24])[C:12]=2[N:13]=[CH:14][N:15]=1.